This data is from Experimentally validated miRNA-target interactions with 360,000+ pairs, plus equal number of negative samples. The task is: Binary Classification. Given a miRNA mature sequence and a target amino acid sequence, predict their likelihood of interaction. (1) The miRNA is mmu-miR-222-3p with sequence AGCUACAUCUGGCUACUGGGUCU. The protein sequence of the target gene is MRPEGAGMELGGGEERLPEESRREHWQLLGNLKTTVEGLVSTNSPNVWSKYGGLERLCRDMQSILYHGLIRDQACRRQTDYWQFVKDIRWLSPHSALHVEKFISVHENDQSSADGASERAVAELWLQHSLQYHCLSAQLRPLLGDRQYIRKFYTDAAFLLSDAHVTAMLQCLEAVEQNNPRLLAQIDASMFARKHESPLLVTKSQSLTALPSSTYTPPNSYAQHSYFGSFSSLHQSVPNNGSERRSTSFPLSGPPRKPQESRGHVSPAEDQTIQAPPVSVSALARDSPLTPNEMSSSTLT.... Result: 0 (no interaction). (2) The miRNA is hsa-miR-8067 with sequence CCUAGAAACUGUAAACUUAGUC. The protein sequence of the target gene is MEASALTSSAVTSVAKVVRVASGSAVVLPLARIATVVIGGVVAMAAVPMVLSAMGFTAAGIASSSIAAKMMSAAAIANGGGVASGSLVATLQSLGATGLSGLTKFILGSIGSAIAAVIARFY. Result: 0 (no interaction). (3) The miRNA is hsa-miR-640 with sequence AUGAUCCAGGAACCUGCCUCU. The protein sequence of the target gene is MQRGKPCRALPTLKCQTFCQRHGLMFEVVDLRWGIRNIEATDHLTTELCLEEVDRCWKTSIGPAFVALIGDQYGPCLIPSRIDEKEWEVLRDHLTARPSDLELVARYFQRDENAFPPTYVLQAPGTGEACEPEEATLTSVLRSGAQEARRLGLITQEQWQHYHRSVIEWEIERSLLSSEDREQGATVFLREIQDLHKHILEDCALRMVDRLADGCLDADAQNLLSSLKSHITDMHPGVLKTHRLPWSRDLVNPKNKTHACYLKELGEQFVVRANHQVLTRLRELDTAGQELAWLYQEIRH.... Result: 1 (interaction).